Dataset: Experimentally validated miRNA-target interactions with 360,000+ pairs, plus equal number of negative samples. Task: Binary Classification. Given a miRNA mature sequence and a target amino acid sequence, predict their likelihood of interaction. (1) The miRNA is hsa-miR-6780a-3p with sequence CUCCUCUGUUUUCUUUCCUAG. The protein sequence of the target gene is MEASVLSPTSWEKRRAWLRQSRNWQTQVLEEEAAAALQDVPDPEPSSLDDVFQEGNPINKIEDWLQDCGYSEEGFSEEAGQFIYNGFCSHGTSFEDDLTLGAEATLLAANGKLFSRSFLETARPCQLLDLGCSLASSSMTGGTNKTSSSISEILDKVQEDAEDVLFSLGFGQEDHKDTSRIPARFFTTPSQAKGIDFQLFLKSQVRRIEMEDPCLMLASRFKQVQTLAVTADAFFCLYSYVSKTPVQKFTPSHMFWNCNHPTDVPSIRILSREPEPQSPRDRLRKAISKMCLYTCPRDRP.... Result: 0 (no interaction). (2) The miRNA is hsa-miR-6516-3p with sequence AUCAUGUAUGAUACUGCAAACA. The protein sequence of the target gene is MTSIIKLTTLSGVQEESALCYLLQVDEFRFLLDCGWDEHFSVDIIDSLRKHVHQIDAVLLSHPDPLHLGALPFAVGKLGLNCAIYATIPVYKMGQMFMYDLYQSRHNTEDFTLFTLDDVDAAFDKIQQLKFSQIVNLKGKGHGLSITPLPAGHMIGGTIWKIVKDGEEEIVYAVDFNHKREIHLNGCSLEMLSRPSLLITDSFNATYVQPRRKQRDEQLLTNVLETLRGDGNVLIAVDTAGRVLELAQLLDQIWRTKDAGLGVYSLALLNNVSYNVVEFSKSQVEWMSDKLMRCFEDKRN.... Result: 0 (no interaction). (3) The miRNA is hsa-miR-7152-5p with sequence UUUCCUGUCCUCCAACCAGACC. The protein sequence of the target gene is MEQEDNQGVCEYQTSEDRGMDSDLENSEDREGDPEERGMGSNPWDTEDRGHLEQEVDSNPQDDDLRGDSRERDRASTVCSEGRLSEEERAILREEEDDQPGVADMALFPGLSESDSISRSPRGEEDEEEEDEEEESAGENRLIEEEDPLPTPVLPWRRHLSLGGRHRGDKPAHRRFHRLHHPMAMDLGELDSLMASIMDAPTICPDCGESFSPGAAFLQHQRIHRLAEAAAVASLEPFGLAGECGGVVGMMGMGMGVGMGVAGGFGAGPTLARPPREKPFRCGECGKGFSRNTYLTNHLR.... Result: 0 (no interaction). (4) The miRNA is mmu-miR-376b-3p with sequence AUCAUAGAGGAACAUCCACUU. The protein sequence of the target gene is MLSGPHPSPTFRPNPCPWPCLHSLWMEISPTQLCFLSPGPSPQSPSCCFQGMNSGSELGKLWRKLFKGIPRLSVSHFDFYCGTCVLLGRPQIPQGSSLGNDIDQYPVVFRNASDQGSWMQLEMLLRKLSDLVWTSDALSDKILEDGLVP. Result: 0 (no interaction).